From a dataset of Full USPTO retrosynthesis dataset with 1.9M reactions from patents (1976-2016). Predict the reactants needed to synthesize the given product. (1) Given the product [CH3:18][C:15]1([CH3:19])[O:14][C@@H:13]([CH2:12][N:9]2[CH:8]=[C:4]3[N:5]=[CH:6][CH:7]=[C:2]([I:1])[C:3]3=[N:10]2)[CH2:17][O:16]1, predict the reactants needed to synthesize it. The reactants are: [I:1][C:2]1[C:3]2[C:4](=[CH:8][NH:9][N:10]=2)[N:5]=[CH:6][CH:7]=1.Cl[CH2:12][C@H:13]1[CH2:17][O:16][C:15]([CH3:19])([CH3:18])[O:14]1.C(=O)([O-])[O-].[Cs+].[Cs+]. (2) Given the product [C:1]([O:16][CH3:15])(=[O:10])[CH:2]=[CH:3][C:4]1[CH:9]=[CH:8][CH:7]=[CH:6][CH:5]=1, predict the reactants needed to synthesize it. The reactants are: [CH:1](=[O:10])[CH:2]=[CH:3][C:4]1[CH:9]=[CH:8][CH:7]=[CH:6][CH:5]=1.C(C1C(=O)C(Cl)=C(Cl)[C:15](=[O:16])C=1C#N)#N. (3) Given the product [F:20][C:21]1[CH:22]=[CH:23][C:24]([C:27]2[CH:32]=[CH:31][C:30]([C:9]([N:7]3[CH2:8][C:4](=[N:3][O:2][CH3:1])[CH2:5][C@H:6]3[C:16]([O:18][CH3:19])=[O:17])=[O:11])=[CH:29][CH:28]=2)=[CH:25][CH:26]=1, predict the reactants needed to synthesize it. The reactants are: [CH3:1][O:2][N:3]=[C:4]1[CH2:8][N:7]([C:9]([O:11]C(C)(C)C)=O)[C@H:6]([C:16]([O:18][CH3:19])=[O:17])[CH2:5]1.[F:20][C:21]1(C(O)=O)[CH:26]=[CH:25][C:24]([C:27]2[CH:32]=[CH:31][CH:30]=[CH:29][CH:28]=2)=[CH:23][CH2:22]1.